This data is from Catalyst prediction with 721,799 reactions and 888 catalyst types from USPTO. The task is: Predict which catalyst facilitates the given reaction. (1) Reactant: [Br:1][C:2]1[CH:3]=[CH:4][C:5](F)=[C:6]([CH:9]=1)[C:7]#[N:8].[NH2:11][C:12]1[CH:22]=[CH:21][C:15]([C:16]([O:18][CH2:19][CH3:20])=[O:17])=[CH:14][CH:13]=1.CC([O-])(C)C.[K+].CS(C)=O. Product: [Br:1][C:2]1[CH:3]=[CH:4][C:5]([NH:11][C:12]2[CH:13]=[CH:14][C:15]([C:16]([O:18][CH2:19][CH3:20])=[O:17])=[CH:21][CH:22]=2)=[C:6]([C:7]#[N:8])[CH:9]=1. The catalyst class is: 84. (2) Reactant: [N:1]1[C:10]2[NH:9][C:8]3[CH:11]=[C:12]([C:15]([O:17]C)=[O:16])[CH:13]=[CH:14][C:7]=3[S:6][C:5]=2[N:4]=[CH:3][CH:2]=1.[OH-].[Na+]. Product: [N:1]1[C:10]2[NH:9][C:8]3[CH:11]=[C:12]([C:15]([OH:17])=[O:16])[CH:13]=[CH:14][C:7]=3[S:6][C:5]=2[N:4]=[CH:3][CH:2]=1. The catalyst class is: 5. (3) Reactant: [CH2:1]([O:3][C:4](=[O:9])[C:5](SC)=S)[CH3:2].[NH:10]([C:12]([S-:14])=[S:13])[NH2:11].[K+]. Product: [SH:13][C:12]1[S:14][C:5]([C:4]([O:3][CH2:1][CH3:2])=[O:9])=[N:11][N:10]=1. The catalyst class is: 8. (4) Reactant: [N:1]([CH2:4][CH2:5][OH:6])=[N+:2]=[N-:3].[C:7]([C:9]1[CH:14]=[CH:13][CH:12]=[CH:11][N:10]=1)#[CH:8].O=C1O[C@H]([C@H](CO)O)C([O-])=C1O.[Na+]. Product: [N:10]1[CH:11]=[CH:12][CH:13]=[CH:14][C:9]=1[C:7]1[N:3]=[N:2][N:1]([CH2:4][CH2:5][OH:6])[CH:8]=1. The catalyst class is: 315. (5) Reactant: [F:1][C:2]1[CH:7]=[C:6](I)[CH:5]=[CH:4][C:3]=1[O:9][C:10]1[CH:15]=[CH:14][CH:13]=[CH:12][CH:11]=1.C(Cl)Cl.C([O-])(=O)C.[K+].[CH3:24][C:25]1([CH3:41])[C:29]([CH3:31])([CH3:30])[O:28][B:27]([B:27]2[O:28][C:29]([CH3:31])([CH3:30])[C:25]([CH3:41])([CH3:24])[O:26]2)[O:26]1. Product: [F:1][C:2]1[CH:7]=[C:6]([B:27]2[O:28][C:29]([CH3:31])([CH3:30])[C:25]([CH3:41])([CH3:24])[O:26]2)[CH:5]=[CH:4][C:3]=1[O:9][C:10]1[CH:15]=[CH:14][CH:13]=[CH:12][CH:11]=1. The catalyst class is: 75.